This data is from Forward reaction prediction with 1.9M reactions from USPTO patents (1976-2016). The task is: Predict the product of the given reaction. Given the reactants [Li+].C[Si]([N-][Si](C)(C)C)(C)C.[CH2:11]([O:13][C:14](=[O:26])[CH2:15][C:16]1[S:20][N:19]=[C:18]([N:21]2[CH:25]=[CH:24][N:23]=[CH:22]2)[N:17]=1)[CH3:12].C([O:31][C:32](=[O:35])[CH2:33]Br)(C)(C)C.[NH4+].[Cl-], predict the reaction product. The product is: [CH2:11]([O:13][C:14](=[O:26])[CH:15]([C:16]1[S:20][N:19]=[C:18]([N:21]2[CH:25]=[CH:24][N:23]=[CH:22]2)[N:17]=1)[CH2:33][C:32]([OH:35])=[O:31])[CH3:12].